Dataset: NCI-60 drug combinations with 297,098 pairs across 59 cell lines. Task: Regression. Given two drug SMILES strings and cell line genomic features, predict the synergy score measuring deviation from expected non-interaction effect. (1) Drug 1: C1CCC(CC1)NC(=O)N(CCCl)N=O. Drug 2: C1C(C(OC1N2C=NC3=C2NC=NCC3O)CO)O. Cell line: SN12C. Synergy scores: CSS=12.4, Synergy_ZIP=-6.22, Synergy_Bliss=-6.78, Synergy_Loewe=-6.21, Synergy_HSA=-6.14. (2) Drug 1: CS(=O)(=O)CCNCC1=CC=C(O1)C2=CC3=C(C=C2)N=CN=C3NC4=CC(=C(C=C4)OCC5=CC(=CC=C5)F)Cl. Drug 2: C(CCl)NC(=O)N(CCCl)N=O. Cell line: CCRF-CEM. Synergy scores: CSS=-13.5, Synergy_ZIP=8.47, Synergy_Bliss=7.11, Synergy_Loewe=-14.1, Synergy_HSA=-13.3. (3) Drug 1: CNC(=O)C1=NC=CC(=C1)OC2=CC=C(C=C2)NC(=O)NC3=CC(=C(C=C3)Cl)C(F)(F)F. Drug 2: CC12CCC3C(C1CCC2OP(=O)(O)O)CCC4=C3C=CC(=C4)OC(=O)N(CCCl)CCCl.[Na+]. Cell line: SK-OV-3. Synergy scores: CSS=-6.61, Synergy_ZIP=3.45, Synergy_Bliss=0.703, Synergy_Loewe=-5.81, Synergy_HSA=-5.32. (4) Drug 1: COC1=CC(=CC(=C1O)OC)C2C3C(COC3=O)C(C4=CC5=C(C=C24)OCO5)OC6C(C(C7C(O6)COC(O7)C8=CC=CS8)O)O. Drug 2: C1=CN(C(=O)N=C1N)C2C(C(C(O2)CO)O)O.Cl. Cell line: MDA-MB-231. Synergy scores: CSS=47.2, Synergy_ZIP=1.48, Synergy_Bliss=1.11, Synergy_Loewe=5.55, Synergy_HSA=7.23. (5) Drug 1: CC1=C2C(C(=O)C3(C(CC4C(C3C(C(C2(C)C)(CC1OC(=O)C(C(C5=CC=CC=C5)NC(=O)OC(C)(C)C)O)O)OC(=O)C6=CC=CC=C6)(CO4)OC(=O)C)OC)C)OC. Drug 2: CCN(CC)CCNC(=O)C1=C(NC(=C1C)C=C2C3=C(C=CC(=C3)F)NC2=O)C. Cell line: K-562. Synergy scores: CSS=60.3, Synergy_ZIP=8.03, Synergy_Bliss=5.31, Synergy_Loewe=-32.7, Synergy_HSA=4.52. (6) Drug 1: COC1=NC(=NC2=C1N=CN2C3C(C(C(O3)CO)O)O)N. Drug 2: C1CC(=O)NC(=O)C1N2C(=O)C3=CC=CC=C3C2=O. Cell line: UACC-257. Synergy scores: CSS=-0.777, Synergy_ZIP=1.61, Synergy_Bliss=0.960, Synergy_Loewe=-1.13, Synergy_HSA=-1.83.